This data is from Catalyst prediction with 721,799 reactions and 888 catalyst types from USPTO. The task is: Predict which catalyst facilitates the given reaction. Reactant: [F:1][C:2]1[CH:7]=[C:6]([N+:8]([O-:10])=[O:9])[CH:5]=[CH:4][C:3]=1[N:11]1[CH2:16][CH2:15][NH:14][CH2:13][CH2:12]1.C([O-])([O-])=O.[K+].[K+].Br[CH:24]([C:28]1[CH:33]=[CH:32][CH:31]=[CH:30][CH:29]=1)[C:25]([OH:27])=[O:26].Cl. Product: [F:1][C:2]1[CH:7]=[C:6]([N+:8]([O-:10])=[O:9])[CH:5]=[CH:4][C:3]=1[N:11]1[CH2:16][CH2:15][N:14]([CH:24]([C:28]2[CH:33]=[CH:32][CH:31]=[CH:30][CH:29]=2)[C:25]([OH:27])=[O:26])[CH2:13][CH2:12]1. The catalyst class is: 39.